Dataset: NCI-60 drug combinations with 297,098 pairs across 59 cell lines. Task: Regression. Given two drug SMILES strings and cell line genomic features, predict the synergy score measuring deviation from expected non-interaction effect. (1) Cell line: NCIH23. Drug 1: B(C(CC(C)C)NC(=O)C(CC1=CC=CC=C1)NC(=O)C2=NC=CN=C2)(O)O. Synergy scores: CSS=51.5, Synergy_ZIP=-2.47, Synergy_Bliss=-2.56, Synergy_Loewe=-6.37, Synergy_HSA=-1.20. Drug 2: CCC1=C2CN3C(=CC4=C(C3=O)COC(=O)C4(CC)O)C2=NC5=C1C=C(C=C5)O. (2) Drug 1: CC1C(C(=O)NC(C(=O)N2CCCC2C(=O)N(CC(=O)N(C(C(=O)O1)C(C)C)C)C)C(C)C)NC(=O)C3=C4C(=C(C=C3)C)OC5=C(C(=O)C(=C(C5=N4)C(=O)NC6C(OC(=O)C(N(C(=O)CN(C(=O)C7CCCN7C(=O)C(NC6=O)C(C)C)C)C)C(C)C)C)N)C. Drug 2: C1CN1P(=S)(N2CC2)N3CC3. Cell line: A549. Synergy scores: CSS=55.0, Synergy_ZIP=3.31, Synergy_Bliss=5.47, Synergy_Loewe=9.54, Synergy_HSA=9.79. (3) Drug 1: C1=CC(=CC=C1CC(C(=O)O)N)N(CCCl)CCCl.Cl. Drug 2: CN(CC1=CN=C2C(=N1)C(=NC(=N2)N)N)C3=CC=C(C=C3)C(=O)NC(CCC(=O)O)C(=O)O. Cell line: SF-295. Synergy scores: CSS=36.8, Synergy_ZIP=-1.94, Synergy_Bliss=-3.84, Synergy_Loewe=-6.83, Synergy_HSA=-2.04. (4) Drug 1: CNC(=O)C1=CC=CC=C1SC2=CC3=C(C=C2)C(=NN3)C=CC4=CC=CC=N4. Drug 2: C1CCC(CC1)NC(=O)N(CCCl)N=O. Cell line: CAKI-1. Synergy scores: CSS=34.0, Synergy_ZIP=-3.83, Synergy_Bliss=0.830, Synergy_Loewe=2.80, Synergy_HSA=2.52. (5) Drug 1: CC1=C(C=C(C=C1)NC(=O)C2=CC=C(C=C2)CN3CCN(CC3)C)NC4=NC=CC(=N4)C5=CN=CC=C5. Drug 2: CC1=C2C(C(=O)C3(C(CC4C(C3C(C(C2(C)C)(CC1OC(=O)C(C(C5=CC=CC=C5)NC(=O)C6=CC=CC=C6)O)O)OC(=O)C7=CC=CC=C7)(CO4)OC(=O)C)O)C)OC(=O)C. Cell line: RXF 393. Synergy scores: CSS=27.7, Synergy_ZIP=6.74, Synergy_Bliss=5.05, Synergy_Loewe=2.77, Synergy_HSA=6.07. (6) Drug 1: CC12CCC3C(C1CCC2=O)CC(=C)C4=CC(=O)C=CC34C. Drug 2: C1=C(C(=O)NC(=O)N1)N(CCCl)CCCl. Cell line: UO-31. Synergy scores: CSS=39.3, Synergy_ZIP=-3.55, Synergy_Bliss=0.164, Synergy_Loewe=2.65, Synergy_HSA=2.87. (7) Drug 1: COC1=C(C=C2C(=C1)N=CN=C2NC3=CC(=C(C=C3)F)Cl)OCCCN4CCOCC4. Drug 2: B(C(CC(C)C)NC(=O)C(CC1=CC=CC=C1)NC(=O)C2=NC=CN=C2)(O)O. Cell line: SNB-19. Synergy scores: CSS=7.49, Synergy_ZIP=-3.31, Synergy_Bliss=-0.442, Synergy_Loewe=1.20, Synergy_HSA=1.21.